Dataset: Full USPTO retrosynthesis dataset with 1.9M reactions from patents (1976-2016). Task: Predict the reactants needed to synthesize the given product. (1) Given the product [C:26]([CH2:25][O:24][C:23]1[CH:29]=[C:30]([C:33]#[N:34])[CH:31]=[CH:32][C:22]=1[CH2:21][NH:20][C:5](=[O:7])[C:4]1[CH:8]=[C:9]([O:11][CH2:12][C:13]2[CH:18]=[CH:17][N:16]=[CH:15][CH:14]=2)[CH:10]=[C:2]([Cl:1])[CH:3]=1)(=[O:27])[NH2:28], predict the reactants needed to synthesize it. The reactants are: [Cl:1][C:2]1[CH:3]=[C:4]([CH:8]=[C:9]([O:11][CH2:12][C:13]2[CH:18]=[CH:17][N:16]=[CH:15][CH:14]=2)[CH:10]=1)[C:5]([OH:7])=O.Cl.[NH2:20][CH2:21][C:22]1[CH:32]=[CH:31][C:30]([C:33]#[N:34])=[CH:29][C:23]=1[O:24][CH2:25][C:26]([NH2:28])=[O:27]. (2) The reactants are: [BH4-].[Na+].[N:3]([CH2:6][C:7]1[C:14]([F:15])=[CH:13][C:10]([C:11]#[N:12])=[C:9]([F:16])[CH:8]=1)=[N+]=[N-].Cl. Given the product [NH2:12][CH2:11][C:10]1[C:9]([F:16])=[CH:8][C:7]([C:6]#[N:3])=[C:14]([F:15])[CH:13]=1, predict the reactants needed to synthesize it. (3) Given the product [ClH:27].[ClH:27].[ClH:27].[CH3:26][N:23]1[CH2:24][CH2:25][N:20]([C:17]2[CH:16]=[CH:15][C:14]([CH:10]3[CH2:11][CH2:12][CH2:13][NH:8][CH2:9]3)=[CH:19][CH:18]=2)[CH2:21][CH2:22]1, predict the reactants needed to synthesize it. The reactants are: C(OC([N:8]1[CH2:13][CH2:12][CH2:11][CH:10]([C:14]2[CH:19]=[CH:18][C:17]([N:20]3[CH2:25][CH2:24][N:23]([CH3:26])[CH2:22][CH2:21]3)=[CH:16][CH:15]=2)[CH2:9]1)=O)(C)(C)C.[ClH:27]. (4) Given the product [NH2:18][C:10]1[C:11]2[C:16](=[CH:15][CH:14]=[CH:13][C:12]=2[F:17])[C:8]([C:26]2[CH:31]=[C:30]([C:32]([F:34])([F:33])[F:35])[C:29](=[O:36])[N:28]([CH3:37])[CH:27]=2)([C:4]2[CH:5]=[CH:6][CH:7]=[C:2]([C:44]3[CH:43]=[N:42][CH:41]=[C:40]([O:39][CH3:38])[CH:45]=3)[CH:3]=2)[N:9]=1, predict the reactants needed to synthesize it. The reactants are: Br[C:2]1[CH:3]=[C:4]([C:8]2([C:26]3[CH:31]=[C:30]([C:32]([F:35])([F:34])[F:33])[C:29](=[O:36])[N:28]([CH3:37])[CH:27]=3)[C:16]3[C:11](=[C:12]([F:17])[CH:13]=[CH:14][CH:15]=3)[C:10]([NH:18]C(=O)OC(C)(C)C)=[N:9]2)[CH:5]=[CH:6][CH:7]=1.[CH3:38][O:39][C:40]1[CH:41]=[N:42][CH:43]=[C:44](B(O)O)[CH:45]=1. (5) Given the product [CH3:4][C:2]([C:5]#[C:6]/[CH:7]=[CH:8]/[CH2:9][N:10]([CH2:12][C:13]1[CH:14]=[CH:15][CH:16]=[C:17]2[CH:22]=[CH:21][CH:20]=[CH:19][C:18]=12)[CH3:11])([CH3:1])[CH3:3].[ClH:25], predict the reactants needed to synthesize it. The reactants are: [CH3:1][C:2]([C:5]#[C:6]/[CH:7]=[CH:8]/[CH2:9][N:10]([CH2:12][C:13]1[CH:14]=[CH:15][CH:16]=[C:17]2[CH:22]=[CH:21][CH:20]=[CH:19][C:18]=12)[CH3:11])([CH3:4])[CH3:3].CO.[ClH:25].